From a dataset of Forward reaction prediction with 1.9M reactions from USPTO patents (1976-2016). Predict the product of the given reaction. (1) The product is: [CH2:23]([S:27][CH:7]1[CH2:6][CH:5]([C:8]([CH3:10])=[CH2:9])[CH2:4][C:3](=[O:11])[CH:2]1[CH3:1])[CH2:24][CH2:25][CH3:26]. Given the reactants [CH3:1][C:2]1[C:3](=[O:11])[CH2:4][C@H:5]([C:8]([CH3:10])=[CH2:9])[CH2:6][CH:7]=1.C1CCN2C(=NCCC2)CC1.[CH2:23]([SH:27])[CH2:24][CH2:25][CH3:26].CC1C(=O)CC(C(C)=C)CC=1, predict the reaction product. (2) The product is: [C:17]([C:20]1[O:21][C:22]([C:2]2[CH:3]=[C:4]([S:9]([NH2:12])(=[O:11])=[O:10])[CH:5]=[CH:6][C:7]=2[Cl:8])=[CH:23][CH:24]=1)(=[O:19])[CH3:18]. Given the reactants N[C:2]1[CH:3]=[C:4]([S:9]([NH2:12])(=[O:11])=[O:10])[CH:5]=[CH:6][C:7]=1[Cl:8].N([O-])=O.[Na+].[C:17]([C:20]1[O:21][CH:22]=[CH:23][CH:24]=1)(=[O:19])[CH3:18].C(OCC)(=O)C, predict the reaction product. (3) The product is: [F:1][C:2]1[CH:9]=[CH:8][C:5]([CH:6]([OH:7])[CH2:12][C:13]2[CH:18]=[CH:17][CH:16]=[CH:15][CH:14]=2)=[CH:4][C:3]=1[O:10][CH3:11]. Given the reactants [F:1][C:2]1[CH:9]=[CH:8][C:5]([CH:6]=[O:7])=[CH:4][C:3]=1[O:10][CH3:11].[CH2:12]([Mg]Cl)[C:13]1[CH:18]=[CH:17][CH:16]=[CH:15][CH:14]=1, predict the reaction product. (4) Given the reactants [Br:1][C:2]1[CH:7]=[CH:6][C:5]([F:8])=[C:4](I)[CH:3]=1.[Li]CCCC.[F:15][CH2:16][C:17](OCC)=[O:18], predict the reaction product. The product is: [Br:1][C:2]1[CH:7]=[CH:6][C:5]([F:8])=[C:4]([C:17](=[O:18])[CH2:16][F:15])[CH:3]=1. (5) The product is: [CH3:16][O:17][C:18]1[CH:23]=[CH:22][C:21]([C:24]2([C:27]3[N:4]4[N:5]=[C:6]([C:10]5[CH:15]=[CH:14][CH:13]=[CH:12][CH:11]=5)[C:7](=[O:9])[NH:8][C:3]4=[N:1][N:2]=3)[CH2:25][CH2:26]2)=[CH:20][CH:19]=1. Given the reactants [NH:1]([C:3]1[NH:8][C:7](=[O:9])[C:6]([C:10]2[CH:15]=[CH:14][CH:13]=[CH:12][CH:11]=2)=[N:5][N:4]=1)[NH2:2].[CH3:16][O:17][C:18]1[CH:23]=[CH:22][C:21]([C:24]2([C:27](Cl)=O)[CH2:26][CH2:25]2)=[CH:20][CH:19]=1, predict the reaction product.